From a dataset of Peptide-MHC class II binding affinity with 134,281 pairs from IEDB. Regression. Given a peptide amino acid sequence and an MHC pseudo amino acid sequence, predict their binding affinity value. This is MHC class II binding data. The peptide sequence is AARVTQILSSLTITQLLKRLHQWI. The MHC is DRB1_1101 with pseudo-sequence DRB1_1101. The binding affinity (normalized) is 0.